From a dataset of Reaction yield outcomes from USPTO patents with 853,638 reactions. Predict the reaction yield, written as a fraction of the theoretical maximum amount of product (1.0 means a 100% yield; for example, 0.34 means a 34% yield). (1) The reactants are [F:1][C:2]1[CH:7]=[CH:6][C:5]([C:8]2[S:9][C:10]([C:13]([C:16]3[CH:21]=[CH:20][N:19]=[CH:18][CH:17]=3)([OH:15])[CH3:14])=[CH:11][N:12]=2)=[CH:4][CH:3]=1.[CH3:22][C:23]1[CH:28]=[CH:27][C:26]([S:29]([OH:32])(=[O:31])=[O:30])=[CH:25][CH:24]=1. The catalyst is C(O)C. The product is [CH3:22][C:23]1[CH:24]=[CH:25][C:26]([S:29]([OH:32])(=[O:31])=[O:30])=[CH:27][CH:28]=1.[F:1][C:2]1[CH:7]=[CH:6][C:5]([C:8]2[S:9][C:10]([C:13]([C:16]3[CH:17]=[CH:18][N:19]=[CH:20][CH:21]=3)([OH:15])[CH3:14])=[CH:11][N:12]=2)=[CH:4][CH:3]=1. The yield is 0.610. (2) The reactants are [CH:1]1([C:4]2[CH:5]=[CH:6][C:7]([C:18]([NH:20][C:21]3([CH2:35][C:36]([O:38]CC)=[O:37])[CH2:24][N:23]([C:25]([O:27][CH2:28][C:29]4[CH:34]=[CH:33][CH:32]=[CH:31][CH:30]=4)=[O:26])[CH2:22]3)=[O:19])=[N:8][C:9]=2[CH2:10][C:11]2[CH:16]=[CH:15][C:14]([F:17])=[CH:13][CH:12]=2)[CH2:3][CH2:2]1.O.[OH-].[Li+]. No catalyst specified. The product is [CH2:28]([O:27][C:25]([N:23]1[CH2:22][C:21]([CH2:35][C:36]([OH:38])=[O:37])([NH:20][C:18]([C:7]2[CH:6]=[CH:5][C:4]([CH:1]3[CH2:3][CH2:2]3)=[C:9]([CH2:10][C:11]3[CH:12]=[CH:13][C:14]([F:17])=[CH:15][CH:16]=3)[N:8]=2)=[O:19])[CH2:24]1)=[O:26])[C:29]1[CH:34]=[CH:33][CH:32]=[CH:31][CH:30]=1. The yield is 0.960.